Predict the product of the given reaction. From a dataset of Forward reaction prediction with 1.9M reactions from USPTO patents (1976-2016). Given the reactants [OH:1][C:2]1[CH:7]=[CH:6][C:5]([CH:8]2[CH2:13][CH2:12][CH:11]([C:14]3[CH:19]=[CH:18][C:17]([OH:20])=[C:16]([CH3:21])[CH:15]=3)[CH2:10][CH2:9]2)=[CH:4][CH:3]=1, predict the reaction product. The product is: [OH:1][C:2]1[CH:7]=[CH:6][C:5]([C@H:8]2[CH2:9][CH2:10][C@H:11]([C:14]3[CH:19]=[CH:18][C:17]([OH:20])=[C:16]([CH3:21])[CH:15]=3)[CH2:12][CH2:13]2)=[CH:4][CH:3]=1.